The task is: Predict the reactants needed to synthesize the given product.. This data is from Full USPTO retrosynthesis dataset with 1.9M reactions from patents (1976-2016). (1) Given the product [CH3:1][N:2]1[C:10]2[S:9][CH:8]=[C:7]([CH2:39][C:40]([NH:32][C:29]3[S:30][CH:31]=[C:27]([C:18]4[CH:19]=[CH:20][C:21]([O:22][C:23]([F:26])([F:24])[F:25])=[C:16]([F:15])[CH:17]=4)[N:28]=3)=[O:54])[C:6]=2[C:5](=[O:12])[N:4]([CH3:13])[C:3]1=[O:14], predict the reactants needed to synthesize it. The reactants are: [CH3:1][N:2]1[C:7]2=[CH:8][S:9][C:10](C)=[C:6]2[C:5](=[O:12])[N:4]([CH3:13])[C:3]1=[O:14].[F:15][C:16]1[CH:17]=[C:18]([C:27]2[N:28]=[C:29]([NH2:32])[S:30][CH:31]=2)[CH:19]=[CH:20][C:21]=1[O:22][C:23]([F:26])([F:25])[F:24].CCN=C=NC[CH2:39][CH2:40]N(C)C.Cl.C1C=CC2N([OH:54])N=NC=2C=1. (2) Given the product [N:33]1[N:32]=[CH:31][N:30]([NH:29][C:13]([C:12]2[S:11][C:10]([N:16]3[C:20]4[CH:21]=[C:22]([O:27][CH3:28])[C:23]([O:25][CH3:26])=[CH:24][C:19]=4[N:18]=[CH:17]3)=[N:9][C:8]=2[C:4]2[CH:5]=[CH:6][CH:7]=[C:2]([Cl:1])[CH:3]=2)=[O:14])[CH:34]=1, predict the reactants needed to synthesize it. The reactants are: [Cl:1][C:2]1[CH:3]=[C:4]([C:8]2[N:9]=[C:10]([N:16]3[C:20]4[CH:21]=[C:22]([O:27][CH3:28])[C:23]([O:25][CH3:26])=[CH:24][C:19]=4[N:18]=[CH:17]3)[S:11][C:12]=2[C:13](O)=[O:14])[CH:5]=[CH:6][CH:7]=1.[NH2:29][N:30]1[CH:34]=[N:33][N:32]=[CH:31]1. (3) Given the product [ClH:29].[NH2:14][CH2:13][C:12]([C:4]1[CH:5]=[C:6]([N+:9]([O-:11])=[O:10])[C:7]([OH:8])=[C:2]([OH:1])[CH:3]=1)=[O:25], predict the reactants needed to synthesize it. The reactants are: [OH:1][C:2]1[CH:3]=[C:4]([C:12](=[O:25])[CH2:13][N:14]2C(=O)C3C(=CC=CC=3)C2=O)[CH:5]=[C:6]([N+:9]([O-:11])=[O:10])[C:7]=1[OH:8].O.NN.[ClH:29]. (4) Given the product [CH3:21][O:20][C:17]1[CH:18]=[CH:19][C:14]([C@H:12]([N:7]2[CH:6]([CH3:22])[C:5]3[C:9](=[CH:10][C:2]([C:32]4[CH:31]=[N:30][N:29]([CH:24]5[CH2:25][CH2:26][CH2:27][CH2:28][O:23]5)[CH:33]=4)=[CH:3][CH:4]=3)[C:8]2=[O:11])[CH3:13])=[CH:15][CH:16]=1, predict the reactants needed to synthesize it. The reactants are: Br[C:2]1[CH:10]=[C:9]2[C:5]([CH:6]([CH3:22])[N:7]([C@@H:12]([C:14]3[CH:19]=[CH:18][C:17]([O:20][CH3:21])=[CH:16][CH:15]=3)[CH3:13])[C:8]2=[O:11])=[CH:4][CH:3]=1.[O:23]1[CH2:28][CH2:27][CH2:26][CH2:25][CH:24]1[N:29]1[CH:33]=[C:32](B2OC(C)(C)C(C)(C)O2)[CH:31]=[N:30]1.C(=O)([O-])[O-].[K+].[K+].O1CCOCC1. (5) Given the product [CH2:1]([C:8]1[CH:9]=[N:10][C:11]2[C:16]([C:17]=1[C:18]1[CH:19]=[C:20]([NH:24][CH2:35][C:30]3[CH:31]=[CH:32][CH:33]=[CH:34][N:29]=3)[CH:21]=[CH:22][CH:23]=1)=[CH:15][CH:14]=[CH:13][C:12]=2[C:25]([F:28])([F:26])[F:27])[C:2]1[CH:3]=[CH:4][CH:5]=[CH:6][CH:7]=1, predict the reactants needed to synthesize it. The reactants are: [CH2:1]([C:8]1[CH:9]=[N:10][C:11]2[C:16]([C:17]=1[C:18]1[CH:19]=[C:20]([NH2:24])[CH:21]=[CH:22][CH:23]=1)=[CH:15][CH:14]=[CH:13][C:12]=2[C:25]([F:28])([F:27])[F:26])[C:2]1[CH:7]=[CH:6][CH:5]=[CH:4][CH:3]=1.[N:29]1[CH:34]=[CH:33][CH:32]=[CH:31][C:30]=1[CH:35]=O. (6) The reactants are: Cl.C(O[C:5]([C:7]1[NH:8][CH:9]=[CH:10][C:11]=1[NH2:12])=[O:6])C.[F:13][C:14]1[CH:15]=[C:16]2[C:20](=[CH:21][CH:22]=1)[NH:19][CH:18]=[C:17]2[CH:23]=O.[BH3-]C#N.[Na+].CCN(CC)CC.C([N:44]=[C:45]=[S:46])(=O)C1C=CC=CC=1. Given the product [F:13][C:14]1[CH:15]=[C:16]2[C:20](=[CH:21][CH:22]=1)[NH:19][CH:18]=[C:17]2[CH2:23][N:12]1[C:11]2[CH:10]=[CH:9][NH:8][C:7]=2[C:5](=[O:6])[NH:44][C:45]1=[S:46], predict the reactants needed to synthesize it. (7) Given the product [F:1][C:2]1[CH:9]=[CH:8][C:5]([CH:6]2[O:16][CH2:15][CH2:14][O:7]2)=[C:4]([C:10]([F:11])([F:12])[F:13])[CH:3]=1, predict the reactants needed to synthesize it. The reactants are: [F:1][C:2]1[CH:9]=[CH:8][C:5]([CH:6]=[O:7])=[C:4]([C:10]([F:13])([F:12])[F:11])[CH:3]=1.[CH2:14](O)[CH2:15][OH:16].CC1C=CC(S(O)(=O)=O)=CC=1. (8) Given the product [ClH:1].[ClH:1].[ClH:1].[CH3:35][C:30]1[CH:29]=[C:28]([CH:33]=[CH:32][C:31]=1[CH3:34])[CH2:27][C@H:10]1[NH:9][CH2:14][CH2:13][N:12]([CH2:15][C:16]#[C:17][CH2:18][N:19]2[CH2:24][CH2:23][O:22][CH2:21][C:20]2([CH3:26])[CH3:25])[CH2:11]1, predict the reactants needed to synthesize it. The reactants are: [ClH:1].C(OC([N:9]1[CH2:14][CH2:13][N:12]([CH2:15][C:16]#[C:17][CH2:18][N:19]2[CH2:24][CH2:23][O:22][CH2:21][C:20]2([CH3:26])[CH3:25])[CH2:11][C@H:10]1[CH2:27][C:28]1[CH:33]=[CH:32][C:31]([CH3:34])=[C:30]([CH3:35])[CH:29]=1)=O)(C)(C)C. (9) The reactants are: [Br:1][C:2]1[C:3]([CH3:11])=[N:4][CH:5]=[C:6]([C:9]=1Cl)[C:7]#[N:8].[NH2:12][C:13]1[C:14]([CH3:22])=[C:15]2[C:19](=[CH:20][CH:21]=1)[NH:18][CH:17]=[CH:16]2. Given the product [Br:1][C:2]1[C:3]([CH3:11])=[N:4][CH:5]=[C:6]([C:9]=1[NH:12][C:13]1[C:14]([CH3:22])=[C:15]2[C:19](=[CH:20][CH:21]=1)[NH:18][CH:17]=[CH:16]2)[C:7]#[N:8], predict the reactants needed to synthesize it. (10) Given the product [CH3:1][O:2][C:3]1[CH:8]=[CH:7][C:6]([C:9]2[CH:14]=[C:13]([C:15]([F:18])([F:16])[F:17])[N:12]3[N:19]=[CH:20][C:21]([C:22]([N:57]4[CH2:58][CH2:59][N:54]([CH:47]([C:48]5[CH:49]=[CH:50][CH:51]=[CH:52][CH:53]=5)[C:46]([F:45])([F:60])[F:61])[CH2:55][CH2:56]4)=[O:23])=[C:11]3[N:10]=2)=[CH:5][CH:4]=1, predict the reactants needed to synthesize it. The reactants are: [CH3:1][O:2][C:3]1[CH:8]=[CH:7][C:6]([C:9]2[CH:14]=[C:13]([C:15]([F:18])([F:17])[F:16])[N:12]3[N:19]=[CH:20][C:21]([C:22](O)=[O:23])=[C:11]3[N:10]=2)=[CH:5][CH:4]=1.S(Cl)(Cl)=O.CCN(C(C)C)C(C)C.C(O)(C(F)(F)F)=O.[F:45][C:46]([F:61])([F:60])[CH:47]([N:54]1[CH2:59][CH2:58][NH:57][CH2:56][CH2:55]1)[C:48]1[CH:53]=[CH:52][CH:51]=[CH:50][CH:49]=1.